Dataset: Catalyst prediction with 721,799 reactions and 888 catalyst types from USPTO. Task: Predict which catalyst facilitates the given reaction. Reactant: [Cl:1][C:2]1[C:10]([C:11]2[CH:12]=[CH:13][C:14]([NH2:17])=[N:15][CH:16]=2)=[CH:9][C:8]2[CH2:7][CH2:6][O:5][C:4]=2[CH:3]=1.[F:18][C:19]1[CH:27]=[CH:26][CH:25]=[C:24]([F:28])[C:20]=1[C:21](Cl)=[O:22].CCN(C(C)C)C(C)C.C([O-])(O)=O.[Na+].C(Cl)Cl. Product: [F:18][C:19]1[CH:27]=[CH:26][CH:25]=[C:24]([F:28])[C:20]=1[C:21]([NH:17][C:14]1[CH:13]=[CH:12][C:11]([C:10]2[C:2]([Cl:1])=[CH:3][C:4]3[O:5][CH2:6][CH2:7][C:8]=3[CH:9]=2)=[CH:16][N:15]=1)=[O:22]. The catalyst class is: 2.